This data is from Catalyst prediction with 721,799 reactions and 888 catalyst types from USPTO. The task is: Predict which catalyst facilitates the given reaction. (1) Reactant: [C:1]([Si:3]([CH3:6])([CH3:5])[CH3:4])#[CH:2].Br[C:8]1[CH:17]=[CH:16][C:11]([C:12]([O:14][CH3:15])=[O:13])=[CH:10][CH:9]=1. Product: [CH3:4][Si:3]([C:1]#[C:2][C:8]1[CH:17]=[CH:16][C:11]([C:12]([O:14][CH3:15])=[O:13])=[CH:10][CH:9]=1)([CH3:6])[CH3:5]. The catalyst class is: 205. (2) Reactant: [C:1]([C:4]1[CH:9]=[CH:8][C:7]([N:10]2[CH2:14][CH2:13][C:12]3([CH2:19][CH2:18][N:17]([S:20]([C:23]4[CH:28]=[CH:27][CH:26]=[CH:25][C:24]=4[Cl:29])(=[O:22])=[O:21])[CH2:16][CH2:15]3)[C:11]2=[O:30])=[CH:6][CH:5]=1)(=[O:3])[CH3:2].[F:31][C:32]([Si](C)(C)C)([F:34])[F:33].[F-].C([N+](CCCC)(CCCC)CCCC)CCC. Product: [Cl:29][C:24]1[CH:25]=[CH:26][CH:27]=[CH:28][C:23]=1[S:20]([N:17]1[CH2:18][CH2:19][C:12]2([C:11](=[O:30])[N:10]([C:7]3[CH:6]=[CH:5][C:4]([C:1]([OH:3])([CH3:2])[C:32]([F:34])([F:33])[F:31])=[CH:9][CH:8]=3)[CH2:14][CH2:13]2)[CH2:15][CH2:16]1)(=[O:22])=[O:21]. The catalyst class is: 295. (3) Reactant: [Br-:1].[Br-].[Br-].C1([N+](C)(C)C)C=CC=CC=1.C1([N+](C)(C)C)C=CC=CC=1.C1([N+](C)(C)C)C=CC=CC=1.[CH3:34][C:35]1[C:43]2[CH:42]=[C:41]([C:44](=[O:47])[CH2:45][CH3:46])[S:40][C:39]=2[CH:38]=[CH:37][CH:36]=1. Product: [Br:1][CH:45]([CH3:46])[C:44]([C:41]1[S:40][C:39]2[CH:38]=[CH:37][CH:36]=[C:35]([CH3:34])[C:43]=2[CH:42]=1)=[O:47]. The catalyst class is: 7. (4) Reactant: S(O)(O)(=O)=O.[NH2:6][OH:7].[C:8]1(=O)[C@@H:16]2[C@@H:11]([CH2:12][CH2:13][CH2:14][CH2:15]2)[C:10](=[O:17])[O:9]1.[OH-].[Na+]. Product: [OH:7][N:6]1[C:8](=[O:9])[C@H:16]2[C@H:11]([CH2:12][CH2:13][CH2:14][CH2:15]2)[C:10]1=[O:17]. The catalyst class is: 6.